From a dataset of Experimentally validated miRNA-target interactions with 360,000+ pairs, plus equal number of negative samples. Binary Classification. Given a miRNA mature sequence and a target amino acid sequence, predict their likelihood of interaction. (1) The miRNA is hsa-miR-3191-3p with sequence UGGGGACGUAGCUGGCCAGACAG. The protein sequence of the target gene is MAHQNQHQDTIDSTEVEVWDSRTAQEVNKSLYPPAVDSPFTLNTHLSAWRWACTIILGTVLVPVRVSCIVFLLILLWPVAVLSAINLPTQPTKPIRRWRKHLIKSALVFLFRLGFFFAGFLVKVKGKKATREEAPIFVSAPHSTFFDAIAVVVAGLPSVVSDSQLARVPLAGKCILVTQPVLVKREDPNSRKTTRNEILRRVKSKMKWPQILIFPEGLCTNRSCLVTFKLGAFSPGVPVQPVLLRYPNSLDTVTWTWNGFSGFQVCMLTLSQLFTRVEVEFMPVYIPSEEEKKDPILFAN.... Result: 0 (no interaction). (2) The miRNA is rno-miR-150-5p with sequence UCUCCCAACCCUUGUACCAGUG. The protein sequence of the target gene is MMAPFASLASGILLLLSLIASSKACSCAPPHPQTAFCNSDLVIRAKFMGSPEINETTLYQRYKIKMTKMLKGFKAVGNAADIRYAYTPVMESLCGYAHKSQNRSEEFLITGRLRNGNLHISACSFLVPWRTLSPAQQRAFSKTYSAGCGVCTVFPCLSIPCKLESDTHCLWTDQVLVGSEDYQSRHFACLPRNPGLCTWRSLGAR. Result: 0 (no interaction). (3) The miRNA is hsa-miR-3155a with sequence CCAGGCUCUGCAGUGGGAACU. The protein sequence of the target gene is MSVKEAGSSGRREQAAYHLHIYPQLSTTESQASCRVTATKDSTTSDVIKDAIASLRLDGTKCYVLVEVKESGGEEWVLDANDSPVHRVLLWPRRAQDEHPQEDGYYFLLQERNADGTIKYVHMQLVAQATATRRLVERGLLPRQQADFDDLCNLPELTEGNLLKNLKHRFLQQKIYTYAGSILVAINPFKFLPIYNPKYVKMYENQQLGKLEPHVFALADVAYYTMLRKRVNQCIVISGESGSGKTQSTNFLIHCLTALSQKGYASGVERTILGAGPVLEAFGNAKTAHNNNSSRFGKFI.... Result: 0 (no interaction). (4) The miRNA is mmu-miR-23a-3p with sequence AUCACAUUGCCAGGGAUUUCC. The protein sequence of the target gene is MGARAFSHDSIFIPDGGAESEQTVQAMSQDNILGKVKTLQRQLGKNIKFGQRPSNAIPMKKAGSTDASSEEDFVLTSPMEIVTQQDIVPSDTENKSSDTPSSSSPLNLPEAGSDMEEKVAPVKPSRPKRHLSSAGTIESVNLDAIPLAIARLDNSAARHKLAVKPKNQRVSRKHRWLAQDRQNEPGSFESQSSLDQNGQLGEDKHIWHGEEPEPLESHEEKRLHEEYWRELEAKCKRQKAEAAEKRRQEEQRRQALERRLWEESLRQELLEEEEEGEEEEEVKEEGEEGEEVGLQPRAGK.... Result: 0 (no interaction). (5) The miRNA is hsa-miR-3170 with sequence CUGGGGUUCUGAGACAGACAGU. The protein sequence of the target gene is MLRWLRAFVLPTAACHDAEPPTRYETLFRALDRNGDGVVDIGELQQGLQSLGIPLGQDAEEKIFTTGDVNKDGKLDFEEFMKYLKDHEKKMKLAFKSLDKNNDGKIEPSEIVQSLQMLGLHISEKQAELILQSIDSDGTMTVDWNEWRDYFLFNPVTDIEEIIRFWKHSTGIDIGDSLTIPDEFTEDEKKSGQWWRQLLAGGVAGAVSRTSTAPLDRLKVMMQVHGSKSMNIFGGFRQMVKEGGIRSLWRGNGTNVIKIAPETAVKFWAYEQYKKLLTEEGQKLGTFERFISGSMAGATA.... Result: 0 (no interaction). (6) The miRNA is hsa-miR-6807-3p with sequence CACUGCAUUCCUGCUUGGCCCAG. The protein sequence of the target gene is MMSDEKNLGVSQKLVSPSRSTSSCSSKQGSRQDSWEVVEGLRGEMNYTQEPPVQKGFLLKKRKWPLKGWHKRFFYLDKGILKYAKSQTDIEREKLHGCIDVGLSVMSVKKSSKCIDLDTEEHIYHLKVKSEEVFDEWVSKLRHHRMYRQNEIAMFPHEVNHFFSGSTITDSSSGVFDSISSRKRSSISKQNLFQTGSNVSFSCGGETRVPLWLQSSEDMEKCSKDLAHCHAYLVEMSQLLQSMDVLHRTYSAPAINAIQGGSFESPKKEKRSHRRWRSRAIGKDAKGTLQVPKPFSGPVR.... Result: 1 (interaction). (7) The miRNA is mmu-miR-1897-3p with sequence UCAACUCGUUCUGUCCGGUGAG. The protein sequence of the target gene is MSYQGKKNIPRITSDRLLIKGGRIVNDDQSFYADIYMEDGLIKQIGDNLIVPGGVKTIEANGKMVIPGGIDVHTHFQMPYKGMTTVDDFFQGTKAALAGGTTMIIDHVVPEPESSLTEAYEKWREWADGKSCCDYALHVDITHWNDSVKQEVQSLSKEKGVNSFMVYMAYKDLYQVSNTELYEIFTCLGELGAIAQVHAENGDIIAQEQARMLEMGITGPEGHVLSRPEELEAEAVFRAITVASQTNCPLYVTKVMSKSAADLISQARKKGNVVFGEPITASLGIDGTHYWSKNWAKAAA.... Result: 0 (no interaction). (8) The protein sequence of the target gene is MDQTCELPRRNCLLPFSNPVNLDAPEDKDSPFGNGQSNFSEPLNGCTMQLSTVSGTSQNAYGQDSPSCYIPLRRLQDLASMINVEYLNGSADGSESFQDPEKSDSRAQTPIVCTSLSPGGPTALAMKQEPSCNNSPELQVKVTKTIKNGFLHFENFTCVDDADVDSEMDPEQPVTEDESIEEIFEETQTNATCNYETKSENGVKVAMGSEQDSTPESRHGAVKSPFLPLAPQTETQKNKQRNEVDGSNEKAALLPAPFSLGDTNITIEEQLNSINLSFQDDPDSSTSTLGNMLELPGTSS.... The miRNA is hsa-miR-6874-3p with sequence CAGUUCUGCUGUUCUGACUCUAG. Result: 1 (interaction).